This data is from Catalyst prediction with 721,799 reactions and 888 catalyst types from USPTO. The task is: Predict which catalyst facilitates the given reaction. (1) Reactant: [F:1][C:2]1[C:7]([CH:8]=[O:9])=[CH:6][CH:5]=[C:4]([NH:10][CH2:11][C:12]2[CH:17]=[CH:16][C:15]([O:18][CH3:19])=[CH:14][CH:13]=2)[N:3]=1.[C:20]([O:24][C:25](O[C:25]([O:24][C:20]([CH3:23])([CH3:22])[CH3:21])=[O:26])=[O:26])([CH3:23])([CH3:22])[CH3:21].CN(C1C=CC=CN=1)C. Product: [C:20]([O:24][C:25](=[O:26])[N:10]([C:4]1[CH:5]=[CH:6][C:7]([CH:8]=[O:9])=[C:2]([F:1])[N:3]=1)[CH2:11][C:12]1[CH:17]=[CH:16][C:15]([O:18][CH3:19])=[CH:14][CH:13]=1)([CH3:23])([CH3:22])[CH3:21]. The catalyst class is: 107. (2) Reactant: [NH2:1][C:2]1[CH:3]=[C:4]([C@H:8]([N:15]([CH3:25])[C:16](=[O:24])[CH2:17][C:18]2[CH:23]=[CH:22][CH:21]=[CH:20][N:19]=2)[CH2:9][N:10]2[CH2:14][CH2:13][CH2:12][CH2:11]2)[CH:5]=[CH:6][CH:7]=1.N1C=CC=CC=1.[CH2:32]([O:36][CH2:37][CH2:38][O:39][CH2:40][CH2:41][O:42][CH2:43][CH2:44][S:45](Cl)(=[O:47])=[O:46])[CH2:33][CH2:34][CH3:35]. Product: [CH2:32]([O:36][CH2:37][CH2:38][O:39][CH2:40][CH2:41][O:42][CH2:43][CH2:44][S:45]([NH:1][C:2]1[CH:3]=[C:4]([C@H:8]([N:15]([CH3:25])[C:16](=[O:24])[CH2:17][C:18]2[CH:23]=[CH:22][CH:21]=[CH:20][N:19]=2)[CH2:9][N:10]2[CH2:11][CH2:12][CH2:13][CH2:14]2)[CH:5]=[CH:6][CH:7]=1)(=[O:47])=[O:46])[CH2:33][CH2:34][CH3:35]. The catalyst class is: 4.